Regression. Given a peptide amino acid sequence and an MHC pseudo amino acid sequence, predict their binding affinity value. This is MHC class II binding data. From a dataset of Peptide-MHC class II binding affinity with 134,281 pairs from IEDB. (1) The peptide sequence is EGHHLASAAILGHDG. The MHC is DRB1_1101 with pseudo-sequence DRB1_1101. The binding affinity (normalized) is 0.236. (2) The peptide sequence is MELQIVDKIDAAFKI. The MHC is DRB1_0101 with pseudo-sequence DRB1_0101. The binding affinity (normalized) is 0.469. (3) The MHC is DRB1_0405 with pseudo-sequence DRB1_0405. The binding affinity (normalized) is 0.242. The peptide sequence is KTKEGVLYVGSKTKK. (4) The peptide sequence is IGRFYIQMCTELKLSDYEG. The MHC is DRB1_0901 with pseudo-sequence DRB1_0901. The binding affinity (normalized) is 0.514. (5) The peptide sequence is ALRVIAGALEVHAVK. The MHC is DRB1_0404 with pseudo-sequence DRB1_0404. The binding affinity (normalized) is 0.353. (6) The peptide sequence is LISWGHYPLHLRYYR. The MHC is HLA-DPA10301-DPB10402 with pseudo-sequence HLA-DPA10301-DPB10402. The binding affinity (normalized) is 0.491. (7) The MHC is DRB1_0901 with pseudo-sequence DRB1_0901. The binding affinity (normalized) is 0.223. The peptide sequence is SVGSLGRYKDEKDVT. (8) The peptide sequence is TTAAGAASGAATVAA. The MHC is HLA-DQA10401-DQB10402 with pseudo-sequence HLA-DQA10401-DQB10402. The binding affinity (normalized) is 0.258. (9) The peptide sequence is PAVKYIEPDMIVNAT. The MHC is HLA-DPA10201-DPB10101 with pseudo-sequence HLA-DPA10201-DPB10101. The binding affinity (normalized) is 0.496. (10) The peptide sequence is QTYYLSMEYLQGRAL. The MHC is DRB1_0101 with pseudo-sequence DRB1_0101. The binding affinity (normalized) is 0.564.